Predict the reaction yield, written as a fraction of the theoretical maximum amount of product (1.0 means a 100% yield; for example, 0.34 means a 34% yield). From a dataset of Reaction yield outcomes from USPTO patents with 853,638 reactions. (1) The product is [NH2:15][C:11]1[CH:10]=[C:9]([NH:8][C:4]2[CH:3]=[C:2]([NH:34][C:33]3[CH:32]=[CH:31][C:30]([O:23][C:24]4[CH:29]=[CH:28][CH:27]=[CH:26][CH:25]=4)=[CH:36][CH:35]=3)[N:7]=[CH:6][N:5]=2)[CH:14]=[CH:13][CH:12]=1. The catalyst is C(O)CCC. The reactants are Cl[C:2]1[N:7]=[CH:6][N:5]=[C:4]([NH:8][C:9]2[CH:10]=[C:11]([NH:15]C(=O)OC(C)(C)C)[CH:12]=[CH:13][CH:14]=2)[CH:3]=1.[O:23]([C:30]1[CH:36]=[CH:35][C:33]([NH2:34])=[CH:32][CH:31]=1)[C:24]1[CH:29]=[CH:28][CH:27]=[CH:26][CH:25]=1.Cl. The yield is 0.378. (2) The reactants are [C:1]([O:5][C:6]([N:8]1[CH2:13][CH2:12][C:11](=[O:14])[CH2:10][C@@H:9]1[C:15]([OH:17])=[O:16])=[O:7])([CH3:4])([CH3:3])[CH3:2].[CH2:18](O)[C:19]1[CH:24]=[CH:23][CH:22]=[CH:21][CH:20]=1.C1(N=C=NC2CCCCC2)CCCCC1. The catalyst is C(Cl)Cl.CN(C1C=CN=CC=1)C. The product is [C:1]([O:5][C:6]([N:8]1[CH2:13][CH2:12][C:11](=[O:14])[CH2:10][C@@H:9]1[C:15]([O:17][CH2:18][C:19]1[CH:24]=[CH:23][CH:22]=[CH:21][CH:20]=1)=[O:16])=[O:7])([CH3:4])([CH3:2])[CH3:3]. The yield is 0.640.